This data is from Full USPTO retrosynthesis dataset with 1.9M reactions from patents (1976-2016). The task is: Predict the reactants needed to synthesize the given product. Given the product [CH2:3]([S:5][C:6]1[CH:11]=[CH:10][C:9]([NH2:12])=[CH:8][C:7]=1[CH3:15])[CH3:4], predict the reactants needed to synthesize it. The reactants are: [Cl-].[NH4+].[CH2:3]([S:5][C:6]1[CH:11]=[CH:10][C:9]([N+:12]([O-])=O)=[CH:8][C:7]=1[CH3:15])[CH3:4].O.